From a dataset of Human liver microsome stability data. Regression/Classification. Given a drug SMILES string, predict its absorption, distribution, metabolism, or excretion properties. Task type varies by dataset: regression for continuous measurements (e.g., permeability, clearance, half-life) or binary classification for categorical outcomes (e.g., BBB penetration, CYP inhibition). Dataset: hlm. (1) The molecule is Fc1ccc2[nH]c(CNc3nc(N4CCOCC4)nc4c3ncn4-c3cccnc3)nc2c1F. The result is 1 (stable in human liver microsomes). (2) The drug is CCC(=O)NS(=O)(=O)c1ccc(C(CC2CCCC2)C(=O)Nc2nc3ccc(OC)nc3s2)cc1. The result is 1 (stable in human liver microsomes). (3) The compound is N#CC1(n2cc([C@@H](NC(=O)C3CCCC3)C3CCCCC3)nn2)CC1. The result is 1 (stable in human liver microsomes). (4) The drug is O=C(NOCCO)c1c(Nc2ccc(I)cc2F)c(F)c(=O)n2c1CCC2. The result is 0 (unstable in human liver microsomes).